From a dataset of Merck oncology drug combination screen with 23,052 pairs across 39 cell lines. Regression. Given two drug SMILES strings and cell line genomic features, predict the synergy score measuring deviation from expected non-interaction effect. (1) Drug 1: O=P1(N(CCCl)CCCl)NCCCO1. Drug 2: CCN(CC)CCNC(=O)c1c(C)[nH]c(C=C2C(=O)Nc3ccc(F)cc32)c1C. Cell line: MSTO. Synergy scores: synergy=0.0411. (2) Drug 1: COc1cccc2c1C(=O)c1c(O)c3c(c(O)c1C2=O)CC(O)(C(=O)CO)CC3OC1CC(N)C(O)C(C)O1. Drug 2: NC(=O)c1cccc2cn(-c3ccc(C4CCCNC4)cc3)nc12. Cell line: HCT116. Synergy scores: synergy=-12.8.